This data is from hERG potassium channel inhibition data for cardiac toxicity prediction from Karim et al.. The task is: Regression/Classification. Given a drug SMILES string, predict its toxicity properties. Task type varies by dataset: regression for continuous values (e.g., LD50, hERG inhibition percentage) or binary classification for toxic/non-toxic outcomes (e.g., AMES mutagenicity, cardiotoxicity, hepatotoxicity). Dataset: herg_karim. (1) The drug is CC1(c2cc(C(F)(F)F)cc(C(F)(F)F)c2)CCN(C2(c3ccccc3)CCC(N3CCC4(CCOC4)CC3)CC2)C1=O. The result is 1 (blocker). (2) The molecule is CN1CCN(c2cnc3cc(C(F)(F)F)cc(NCc4cccc5nonc45)c3c2)CC1. The result is 1 (blocker).